From a dataset of Reaction yield outcomes from USPTO patents with 853,638 reactions. Predict the reaction yield, written as a fraction of the theoretical maximum amount of product (1.0 means a 100% yield; for example, 0.34 means a 34% yield). (1) The reactants are [N:1]1[CH:6]=[CH:5][CH:4]=[CH:3][C:2]=1[CH2:7][O:8][C:9]1[CH:19]=[CH:18][C:12]([C:13]([O:15]CC)=[O:14])=[CH:11][CH:10]=1.[OH-].[Na+]. The catalyst is CCO. The product is [N:1]1[CH:6]=[CH:5][CH:4]=[CH:3][C:2]=1[CH2:7][O:8][C:9]1[CH:19]=[CH:18][C:12]([C:13]([OH:15])=[O:14])=[CH:11][CH:10]=1. The yield is 0.450. (2) The reactants are [F:1][C:2]1[CH:3]=[C:4]([CH:8]2[CH2:13][C:12](=[O:14])[CH2:11][CH2:10][N:9]2[C:15]([N:17]2[CH2:23][C:22]3[CH:24]=[C:25]([C:28]4[CH:29]=[C:30]5[N:36](C(OCC(C)C)=O)[CH:35]=[N:34][C:31]5=[N:32][CH:33]=4)[CH:26]=[CH:27][C:21]=3[O:20][CH2:19][CH2:18]2)=[O:16])[CH:5]=[CH:6][CH:7]=1.C(=O)([O-])[O-].[K+].[K+]. The product is [F:1][C:2]1[CH:3]=[C:4]([CH:8]2[CH2:13][C:12](=[O:14])[CH2:11][CH2:10][N:9]2[C:15]([N:17]2[CH2:23][C:22]3[CH:24]=[C:25]([C:28]4[CH:29]=[C:30]5[N:36]=[CH:35][NH:34][C:31]5=[N:32][CH:33]=4)[CH:26]=[CH:27][C:21]=3[O:20][CH2:19][CH2:18]2)=[O:16])[CH:5]=[CH:6][CH:7]=1. The catalyst is CO.C(OCC)(=O)C.C(OCC)C. The yield is 0.270. (3) The reactants are Br[C:2]1[CH:3]=[C:4]2[C:9](=[N:10][C:11]=1[N:12]1[CH2:17][CH2:16][O:15][CH2:14][CH2:13]1)[N:8]([C@@H:18]([CH:28]([CH3:30])[CH3:29])[CH2:19][O:20][Si:21]([C:24]([CH3:27])([CH3:26])[CH3:25])([CH3:23])[CH3:22])[CH:7]=[C:6]([C:31]([O:33][CH2:34][CH3:35])=[O:32])[C:5]2=[O:36].[F:37][C:38]1[CH:45]=[CH:44][C:41]([CH2:42][NH2:43])=[CH:40][CH:39]=1.C(=O)([O-])[O-].[Cs+].[Cs+].C1C=CC(P(C2C(C3C(P(C4C=CC=CC=4)C4C=CC=CC=4)=CC=C4C=3C=CC=C4)=C3C(C=CC=C3)=CC=2)C2C=CC=CC=2)=CC=1. The catalyst is C1(C)C=CC=CC=1.CC([O-])=O.CC([O-])=O.[Pd+2]. The product is [Si:21]([O:20][CH2:19][C@@H:18]([N:8]1[C:9]2[C:4](=[CH:3][C:2]([NH:43][CH2:42][C:41]3[CH:44]=[CH:45][C:38]([F:37])=[CH:39][CH:40]=3)=[C:11]([N:12]3[CH2:17][CH2:16][O:15][CH2:14][CH2:13]3)[N:10]=2)[C:5](=[O:36])[C:6]([C:31]([O:33][CH2:34][CH3:35])=[O:32])=[CH:7]1)[CH:28]([CH3:30])[CH3:29])([C:24]([CH3:27])([CH3:26])[CH3:25])([CH3:23])[CH3:22]. The yield is 0.700.